This data is from NCI-60 drug combinations with 297,098 pairs across 59 cell lines. The task is: Regression. Given two drug SMILES strings and cell line genomic features, predict the synergy score measuring deviation from expected non-interaction effect. (1) Drug 1: C1C(C(OC1N2C=C(C(=O)NC2=O)F)CO)O. Drug 2: COC1=C2C(=CC3=C1OC=C3)C=CC(=O)O2. Cell line: K-562. Synergy scores: CSS=22.5, Synergy_ZIP=-7.90, Synergy_Bliss=-6.36, Synergy_Loewe=-53.2, Synergy_HSA=-3.30. (2) Drug 1: CCCCCOC(=O)NC1=NC(=O)N(C=C1F)C2C(C(C(O2)C)O)O. Drug 2: CC1=C(C(=CC=C1)Cl)NC(=O)C2=CN=C(S2)NC3=CC(=NC(=N3)C)N4CCN(CC4)CCO. Cell line: HOP-92. Synergy scores: CSS=-1.11, Synergy_ZIP=3.17, Synergy_Bliss=4.48, Synergy_Loewe=-4.35, Synergy_HSA=-2.20. (3) Drug 1: CC1=C(C=C(C=C1)C(=O)NC2=CC(=CC(=C2)C(F)(F)F)N3C=C(N=C3)C)NC4=NC=CC(=N4)C5=CN=CC=C5. Drug 2: CNC(=O)C1=NC=CC(=C1)OC2=CC=C(C=C2)NC(=O)NC3=CC(=C(C=C3)Cl)C(F)(F)F. Cell line: A549. Synergy scores: CSS=-5.10, Synergy_ZIP=2.41, Synergy_Bliss=1.80, Synergy_Loewe=0.0306, Synergy_HSA=-2.32. (4) Drug 1: CN(C)C1=NC(=NC(=N1)N(C)C)N(C)C. Drug 2: CCC1(CC2CC(C3=C(CCN(C2)C1)C4=CC=CC=C4N3)(C5=C(C=C6C(=C5)C78CCN9C7C(C=CC9)(C(C(C8N6C=O)(C(=O)OC)O)OC(=O)C)CC)OC)C(=O)OC)O.OS(=O)(=O)O. Cell line: A498. Synergy scores: CSS=-1.73, Synergy_ZIP=4.40, Synergy_Bliss=4.55, Synergy_Loewe=-4.43, Synergy_HSA=0.0813. (5) Drug 1: CC1OCC2C(O1)C(C(C(O2)OC3C4COC(=O)C4C(C5=CC6=C(C=C35)OCO6)C7=CC(=C(C(=C7)OC)O)OC)O)O. Drug 2: CN(C(=O)NC(C=O)C(C(C(CO)O)O)O)N=O. Cell line: OVCAR-8. Synergy scores: CSS=20.7, Synergy_ZIP=0.506, Synergy_Bliss=0.997, Synergy_Loewe=-32.4, Synergy_HSA=1.63.